Dataset: Forward reaction prediction with 1.9M reactions from USPTO patents (1976-2016). Task: Predict the product of the given reaction. (1) The product is: [CH2:1]([O:8][C@@H:9]1[C@@:13]([CH2:23][O:24][S:40]([C:37]2[CH:38]=[CH:39][C:34]([CH3:44])=[CH:35][CH:36]=2)(=[O:42])=[O:41])([CH2:14][O:15][CH2:16][C:17]2[CH:22]=[CH:21][CH:20]=[CH:19][CH:18]=2)[O:12][C@@H:11]([N:25]2[CH:32]=[CH:31][C:29](=[O:30])[NH:28][C:26]2=[O:27])[C@@H:10]1[O:33][S:40]([C:37]1[CH:38]=[CH:39][C:34]([CH3:44])=[CH:35][CH:36]=1)(=[O:42])=[O:41])[C:2]1[CH:3]=[CH:4][CH:5]=[CH:6][CH:7]=1. Given the reactants [CH2:1]([O:8][C@@H:9]1[C@@:13]([CH2:23][OH:24])([CH2:14][O:15][CH2:16][C:17]2[CH:22]=[CH:21][CH:20]=[CH:19][CH:18]=2)[O:12][C@@H:11]([N:25]2[CH:32]=[CH:31][C:29](=[O:30])[NH:28][C:26]2=[O:27])[C@@H:10]1[OH:33])[C:2]1[CH:7]=[CH:6][CH:5]=[CH:4][CH:3]=1.[C:34]1([CH3:44])[CH:39]=[CH:38][C:37]([S:40](Cl)(=[O:42])=[O:41])=[CH:36][CH:35]=1, predict the reaction product. (2) Given the reactants [CH:1]1([NH2:6])[CH2:5][CH2:4][CH2:3][CH2:2]1.[C:7](#[N:10])[CH:8]=[CH2:9], predict the reaction product. The product is: [CH:1]1([NH:6][CH2:9][CH2:8][C:7]#[N:10])[CH2:5][CH2:4][CH2:3][CH2:2]1. (3) Given the reactants [C-:1]#[N:2].[K+].C#N.S(=O)(=O)(O)O.O[C:12]([CH3:24])([CH3:23])[CH2:13][C:14]1[CH:15]=[CH:16][C:17]([O:21][CH3:22])=[C:18]([OH:20])[CH:19]=1.C(=O)([O-])[O-].[Na+].[Na+], predict the reaction product. The product is: [CH3:22][O:21][C:17]1[CH:16]=[C:15]2[C:14]([CH2:13][C:12]([CH3:24])([CH3:23])[N:2]=[CH:1]2)=[CH:19][C:18]=1[OH:20]. (4) Given the reactants [NH2:1][C@@H:2]([C:5]1[CH:10]=[CH:9][CH:8]=[CH:7][CH:6]=1)[CH2:3][OH:4].[Br:11][C:12]1[CH:19]=[CH:18][CH:17]=[CH:16][C:13]=1[CH:14]=O.S([O-])([O-])(=O)=O.[Mg+2], predict the reaction product. The product is: [Br:11][C:12]1[CH:19]=[CH:18][CH:17]=[CH:16][C:13]=1/[CH:14]=[N:1]/[C@@H:2]([C:5]1[CH:10]=[CH:9][CH:8]=[CH:7][CH:6]=1)[CH2:3][OH:4]. (5) Given the reactants [CH2:1]([O:3][C:4]1[CH:5]=[C:6]([CH:12]([N:17]2[CH2:25][C:24]3[C:19](=[CH:20][CH:21]=[CH:22][CH:23]=3)[C:18]2=[O:26])[CH2:13][C:14](O)=[O:15])[CH:7]=[CH:8][C:9]=1[O:10][CH3:11])[CH3:2].C(N1C=CN=C1)(N1C=CN=C1)=O.Cl.[CH3:40][NH:41][OH:42], predict the reaction product. The product is: [OH:42][NH:41][C:14](=[O:15])[CH2:13][CH:12]([C:6]1[CH:7]=[CH:8][C:9]([O:10][CH3:11])=[C:4]([O:3][CH2:1][CH3:2])[CH:5]=1)[N:17]1[CH2:25][C:24]2[C:19](=[CH:20][CH:21]=[CH:22][CH:23]=2)[C:18]1=[O:26].[OH:42][N:41]([CH3:40])[C:14](=[O:15])[CH2:13][CH:12]([C:6]1[CH:7]=[CH:8][C:9]([O:10][CH3:11])=[C:4]([O:3][CH2:1][CH3:2])[CH:5]=1)[N:17]1[CH2:25][C:24]2[C:19](=[CH:20][CH:21]=[CH:22][CH:23]=2)[C:18]1=[O:26]. (6) Given the reactants [NH2:1][C:2]1[S:6][C:5]2[CH2:7][CH2:8][CH2:9][C:4]=2[C:3]=1[C:10]#[N:11].[CH:12]1([C:15](=[O:21])[CH:16]=[C:17](OC)[CH3:18])[CH2:14][CH2:13]1.C1(C)C=CC(S(O)(=O)=O)=CC=1.[Sn](Cl)(Cl)(Cl)Cl, predict the reaction product. The product is: [NH2:11][C:10]1[C:3]2[C:4]3[CH2:9][CH2:8][CH2:7][C:5]=3[S:6][C:2]=2[N:1]=[C:17]([CH3:18])[C:16]=1[C:15]([CH:12]1[CH2:14][CH2:13]1)=[O:21]. (7) Given the reactants C(P(C12CC3CC(CC(C3)C1)C2)C12CC3CC(CC(C3)C1)C2)CCC.CC1(C)C(C)(C)OB([C:34]2[CH:35]=[C:36]([NH:44][C:45]3[N:50]=[C:49]([C:51]([F:54])([F:53])[F:52])[CH:48]=[CH:47][N:46]=3)[CH:37]=[C:38]([C:40]([F:43])([F:42])[F:41])[CH:39]=2)O1.Br[C:57]1[S:61][C:60]([C:62]2([OH:66])[CH2:65][CH2:64][CH2:63]2)=[N:59][CH:58]=1.[F-].[K+], predict the reaction product. The product is: [F:43][C:40]([F:42])([F:41])[C:38]1[CH:39]=[C:34]([C:57]2[S:61][C:60]([C:62]3([OH:66])[CH2:65][CH2:64][CH2:63]3)=[N:59][CH:58]=2)[CH:35]=[C:36]([NH:44][C:45]2[N:50]=[C:49]([C:51]([F:52])([F:54])[F:53])[CH:48]=[CH:47][N:46]=2)[CH:37]=1. (8) Given the reactants CS(C)=O.[S:5]1[CH:9]=[CH:8][N:7]=[C:6]1[NH:10][C:11](=O)[O:12]C1C=CC=CC=1.[NH2:20][C:21]1[CH:44]=[CH:43][C:24]([O:25][C:26]2[C:35]3[C:30](=[CH:31][C:32]([O:38][CH2:39][CH:40]4[CH2:42][O:41]4)=[C:33]([C:36]#[N:37])[CH:34]=3)[N:29]=[CH:28][CH:27]=2)=[CH:23][C:22]=1[F:45], predict the reaction product. The product is: [C:36]([C:33]1[CH:34]=[C:35]2[C:30](=[CH:31][C:32]=1[O:38][CH2:39][CH:40]1[CH2:42][O:41]1)[N:29]=[CH:28][CH:27]=[C:26]2[O:25][C:24]1[CH:43]=[CH:44][C:21]([NH:20][C:11]([NH:10][C:6]2[S:5][CH:9]=[CH:8][N:7]=2)=[O:12])=[C:22]([F:45])[CH:23]=1)#[N:37].